This data is from Peptide-MHC class I binding affinity with 185,985 pairs from IEDB/IMGT. The task is: Regression. Given a peptide amino acid sequence and an MHC pseudo amino acid sequence, predict their binding affinity value. This is MHC class I binding data. (1) The peptide sequence is RIYSHIAPY. The MHC is HLA-B08:01 with pseudo-sequence HLA-B08:01. The binding affinity (normalized) is 0.0847. (2) The MHC is HLA-A24:03 with pseudo-sequence HLA-A24:03. The binding affinity (normalized) is 1.00. The peptide sequence is HYQTLCTNF. (3) The peptide sequence is EMVDVSMMSM. The MHC is HLA-A02:01 with pseudo-sequence HLA-A02:01. The binding affinity (normalized) is 0.381. (4) The peptide sequence is HLRGFSKSI. The binding affinity (normalized) is 0. The MHC is HLA-A33:01 with pseudo-sequence HLA-A33:01. (5) The peptide sequence is EELPDEFVV. The MHC is HLA-B40:02 with pseudo-sequence YHTKYREISTNTYESNLYLSYNYYTWAVLAYEWY. The binding affinity (normalized) is 0.256. (6) The peptide sequence is KTDIVNTTY. The MHC is HLA-A02:06 with pseudo-sequence HLA-A02:06. The binding affinity (normalized) is 0.0847.